Dataset: Reaction yield outcomes from USPTO patents with 853,638 reactions. Task: Predict the reaction yield, written as a fraction of the theoretical maximum amount of product (1.0 means a 100% yield; for example, 0.34 means a 34% yield). The reactants are O.[NH2:2][NH2:3].[CH:4]([C:7]1[O:11][N:10]=[C:9]([C:12]([O:14]CC)=O)[CH:8]=1)([CH3:6])[CH3:5]. The catalyst is CCO. The product is [CH:4]([C:7]1[O:11][N:10]=[C:9]([C:12]([NH:2][NH2:3])=[O:14])[CH:8]=1)([CH3:6])[CH3:5]. The yield is 0.880.